Task: Predict the reaction yield, written as a fraction of the theoretical maximum amount of product (1.0 means a 100% yield; for example, 0.34 means a 34% yield).. Dataset: Reaction yield outcomes from USPTO patents with 853,638 reactions The reactants are [OH:1][C:2]1[CH:9]=[CH:8][C:5]([CH:6]=O)=[C:4]([O:10][CH3:11])[CH:3]=1.[NH:12]1[CH2:17][CH2:16][CH2:15][CH2:14][CH2:13]1.C(O[BH-](OC(=O)C)OC(=O)C)(=O)C.[Na+]. The catalyst is C(Cl)Cl.CC(C)[O-].[Ti+4].CC(C)[O-].CC(C)[O-].CC(C)[O-]. The product is [CH3:11][O:10][C:4]1[CH:3]=[C:2]([OH:1])[CH:9]=[CH:8][C:5]=1[CH2:6][N:12]1[CH2:17][CH2:16][CH2:15][CH2:14][CH2:13]1. The yield is 0.300.